This data is from NCI-60 drug combinations with 297,098 pairs across 59 cell lines. The task is: Regression. Given two drug SMILES strings and cell line genomic features, predict the synergy score measuring deviation from expected non-interaction effect. (1) Drug 1: CS(=O)(=O)C1=CC(=C(C=C1)C(=O)NC2=CC(=C(C=C2)Cl)C3=CC=CC=N3)Cl. Drug 2: CC1C(C(CC(O1)OC2CC(OC(C2O)C)OC3=CC4=CC5=C(C(=O)C(C(C5)C(C(=O)C(C(C)O)O)OC)OC6CC(C(C(O6)C)O)OC7CC(C(C(O7)C)O)OC8CC(C(C(O8)C)O)(C)O)C(=C4C(=C3C)O)O)O)O. Cell line: MCF7. Synergy scores: CSS=12.4, Synergy_ZIP=21.0, Synergy_Bliss=21.9, Synergy_Loewe=20.8, Synergy_HSA=21.1. (2) Drug 1: CC1=C2C(C(=O)C3(C(CC4C(C3C(C(C2(C)C)(CC1OC(=O)C(C(C5=CC=CC=C5)NC(=O)OC(C)(C)C)O)O)OC(=O)C6=CC=CC=C6)(CO4)OC(=O)C)OC)C)OC. Drug 2: COC1=NC(=NC2=C1N=CN2C3C(C(C(O3)CO)O)O)N. Cell line: SK-MEL-5. Synergy scores: CSS=32.9, Synergy_ZIP=4.19, Synergy_Bliss=1.12, Synergy_Loewe=-29.1, Synergy_HSA=-2.29. (3) Drug 1: CC1C(C(CC(O1)OC2CC(CC3=C2C(=C4C(=C3O)C(=O)C5=C(C4=O)C(=CC=C5)OC)O)(C(=O)C)O)N)O.Cl. Drug 2: C(CCl)NC(=O)N(CCCl)N=O. Cell line: A549. Synergy scores: CSS=30.2, Synergy_ZIP=-0.443, Synergy_Bliss=3.69, Synergy_Loewe=-28.9, Synergy_HSA=0.778. (4) Drug 1: C1=C(C(=O)NC(=O)N1)N(CCCl)CCCl. Drug 2: CCCCC(=O)OCC(=O)C1(CC(C2=C(C1)C(=C3C(=C2O)C(=O)C4=C(C3=O)C=CC=C4OC)O)OC5CC(C(C(O5)C)O)NC(=O)C(F)(F)F)O. Cell line: 786-0. Synergy scores: CSS=45.8, Synergy_ZIP=-1.46, Synergy_Bliss=1.16, Synergy_Loewe=1.96, Synergy_HSA=2.39.